Dataset: Catalyst prediction with 721,799 reactions and 888 catalyst types from USPTO. Task: Predict which catalyst facilitates the given reaction. (1) Reactant: C(OC(=O)[NH:7][C:8]1[CH:13]=[CH:12][CH:11]=[C:10]([O:14][C:15]2[CH:20]=[CH:19][C:18]([NH:21][C:22]3[C:23]4[N:30]([CH2:31][CH2:32][O:33][CH2:34][CH2:35][OH:36])[CH:29]=[CH:28][C:24]=4[N:25]=[CH:26][N:27]=3)=[CH:17][C:16]=2[Cl:37])[CH:9]=1)(C)(C)C.Cl.C(OCC)(=O)C.[OH-].[Na+].O. Product: [NH2:7][C:8]1[CH:9]=[C:10]([CH:11]=[CH:12][CH:13]=1)[O:14][C:15]1[CH:20]=[CH:19][C:18]([NH:21][C:22]2[C:23]3[N:30]([CH2:31][CH2:32][O:33][CH2:34][CH2:35][OH:36])[CH:29]=[CH:28][C:24]=3[N:25]=[CH:26][N:27]=2)=[CH:17][C:16]=1[Cl:37]. The catalyst class is: 5. (2) Reactant: [CH3:1][C:2]1[C:7]([C:8]([OH:10])=[O:9])=[CH:6][CH:5]=[CH:4][N:3]=1.CN(C(ON1N=NC2C=CC=NC1=2)=[N+](C)C)C.F[P-](F)(F)(F)(F)F.CCN(C(C)C)C(C)C.Cl.[CH3:45][C@@H:46]1[CH2:51][NH:50][CH2:49][CH2:48][N:47]1[S:52]([C:55]1[CH:60]=[CH:59][C:58]([C:61]([F:64])([F:63])[F:62])=[CH:57][CH:56]=1)(=[O:54])=[O:53]. Product: [CH:8]([OH:10])=[O:9].[CH3:45][C@@H:46]1[CH2:51][N:50]([C:8]([C:7]2[C:2]([CH3:1])=[N:3][CH:4]=[CH:5][CH:6]=2)=[O:10])[CH2:49][CH2:48][N:47]1[S:52]([C:55]1[CH:56]=[CH:57][C:58]([C:61]([F:64])([F:62])[F:63])=[CH:59][CH:60]=1)(=[O:54])=[O:53]. The catalyst class is: 59. (3) Reactant: [I:1][C:2]1[CH:8]=[CH:7][C:5]([NH2:6])=[CH:4][CH:3]=1.[Br:9][CH2:10][C:11](Br)=[O:12].C(N(CC)CC)C. Product: [Br:9][CH2:10][C:11]([NH:6][C:5]1[CH:7]=[CH:8][C:2]([I:1])=[CH:3][CH:4]=1)=[O:12]. The catalyst class is: 4. (4) Reactant: C([O:3][C:4](=[O:43])[CH2:5][CH2:6][C:7]([NH:9][C:10]1[CH:15]=[CH:14][CH:13]=[C:12]([CH3:16])[C:11]=1[C:17]1[CH:22]=[CH:21][CH:20]=[C:19]([S:23]([C:26]2[CH:30]=[C:29]([C:31]([NH:33][C:34]([O:36][C:37]([CH3:40])([CH3:39])[CH3:38])=[O:35])=[NH:32])[S:28][C:27]=2[S:41][CH3:42])(=[O:25])=[O:24])[CH:18]=1)=[O:8])C.[Li+].[OH-]. Product: [C:37]([O:36][C:34]([NH:33][C:31](=[NH:32])[C:29]1[S:28][C:27]([S:41][CH3:42])=[C:26]([S:23]([C:19]2[CH:18]=[C:17]([C:11]3[C:12]([CH3:16])=[CH:13][CH:14]=[CH:15][C:10]=3[NH:9][C:7](=[O:8])[CH2:6][CH2:5][C:4]([OH:43])=[O:3])[CH:22]=[CH:21][CH:20]=2)(=[O:25])=[O:24])[CH:30]=1)=[O:35])([CH3:40])([CH3:38])[CH3:39]. The catalyst class is: 5. (5) Reactant: [OH:1][C:2]1[CH:11]=[CH:10][C:5]2[C:6](=[O:9])[CH2:7][O:8][C:4]=2[C:3]=1[CH2:12][N:13]1[CH2:18][CH2:17][O:16][CH2:15][CH2:14]1.CO.[C:21]1(P(C2C=CC=CC=2)C2C=CC=CC=2)C=CC=CC=1.N(C(OCC)=O)=NC(OCC)=O.C1(C)C=CC=CC=1. Product: [CH3:21][O:1][C:2]1[CH:11]=[CH:10][C:5]2[C:6](=[O:9])[CH2:7][O:8][C:4]=2[C:3]=1[CH2:12][N:13]1[CH2:18][CH2:17][O:16][CH2:15][CH2:14]1. The catalyst class is: 1. (6) Reactant: C(=O)(O)O.[NH2:5][C:6]([NH2:8])=[NH:7].Cl[C:10]1[C:19]2[C:14](=[CH:15][CH:16]=[C:17]([C:20]3[CH:25]=[CH:24][CH:23]=[C:22]([C:26]#[N:27])[CH:21]=3)[CH:18]=2)[C:13]([Cl:28])=[CH:12][N:11]=1. Product: [Cl:28][C:13]1[C:14]2[C:19](=[CH:18][C:17]([C:20]3[CH:25]=[CH:24][CH:23]=[C:22]([C:26]#[N:27])[CH:21]=3)=[CH:16][CH:15]=2)[C:10]([NH:7][C:6]([NH2:8])=[NH:5])=[N:11][CH:12]=1. The catalyst class is: 37. (7) Reactant: [Si:1]([O:8][C:9]1[CH:10]=[CH:11][C:12]([Cl:30])=[C:13]([CH2:15][CH:16](P(OCC)(OCC)=O)[C:17]([O:19][CH2:20][CH3:21])=[O:18])[CH:14]=1)([C:4]([CH3:7])([CH3:6])[CH3:5])([CH3:3])[CH3:2].C=O.[C:33](=O)([O-])[O-].[K+].[K+].C(OCC)(=O)C. Product: [Si:1]([O:8][C:9]1[CH:10]=[CH:11][C:12]([Cl:30])=[C:13]([CH:14]=1)[CH2:15][C:16](=[CH2:33])[C:17]([O:19][CH2:20][CH3:21])=[O:18])([C:4]([CH3:5])([CH3:6])[CH3:7])([CH3:3])[CH3:2]. The catalyst class is: 6.